This data is from NCI-60 drug combinations with 297,098 pairs across 59 cell lines. The task is: Regression. Given two drug SMILES strings and cell line genomic features, predict the synergy score measuring deviation from expected non-interaction effect. (1) Drug 1: CC1C(C(=O)NC(C(=O)N2CCCC2C(=O)N(CC(=O)N(C(C(=O)O1)C(C)C)C)C)C(C)C)NC(=O)C3=C4C(=C(C=C3)C)OC5=C(C(=O)C(=C(C5=N4)C(=O)NC6C(OC(=O)C(N(C(=O)CN(C(=O)C7CCCN7C(=O)C(NC6=O)C(C)C)C)C)C(C)C)C)N)C. Drug 2: C1C(C(OC1N2C=NC3=C2NC=NCC3O)CO)O. Cell line: UACC-257. Synergy scores: CSS=8.28, Synergy_ZIP=-1.13, Synergy_Bliss=1.56, Synergy_Loewe=-5.09, Synergy_HSA=0.779. (2) Drug 1: C1CCN(CC1)CCOC2=CC=C(C=C2)C(=O)C3=C(SC4=C3C=CC(=C4)O)C5=CC=C(C=C5)O. Drug 2: CCC1=C2CN3C(=CC4=C(C3=O)COC(=O)C4(CC)O)C2=NC5=C1C=C(C=C5)O. Cell line: SK-MEL-5. Synergy scores: CSS=18.4, Synergy_ZIP=4.93, Synergy_Bliss=4.78, Synergy_Loewe=-38.2, Synergy_HSA=-1.07. (3) Drug 1: CCCCC(=O)OCC(=O)C1(CC(C2=C(C1)C(=C3C(=C2O)C(=O)C4=C(C3=O)C=CC=C4OC)O)OC5CC(C(C(O5)C)O)NC(=O)C(F)(F)F)O. Drug 2: CN(C(=O)NC(C=O)C(C(C(CO)O)O)O)N=O. Cell line: UACC-257. Synergy scores: CSS=14.3, Synergy_ZIP=-8.48, Synergy_Bliss=-11.7, Synergy_Loewe=-45.1, Synergy_HSA=-11.4. (4) Drug 1: C1C(C(OC1N2C=NC3=C(N=C(N=C32)Cl)N)CO)O. Drug 2: CC1=C(C=C(C=C1)NC(=O)C2=CC=C(C=C2)CN3CCN(CC3)C)NC4=NC=CC(=N4)C5=CN=CC=C5. Cell line: MALME-3M. Synergy scores: CSS=19.3, Synergy_ZIP=-0.631, Synergy_Bliss=-1.62, Synergy_Loewe=-20.0, Synergy_HSA=0.541. (5) Drug 1: C1CN1P(=S)(N2CC2)N3CC3. Drug 2: C(CCl)NC(=O)N(CCCl)N=O. Cell line: HCC-2998. Synergy scores: CSS=15.2, Synergy_ZIP=-5.02, Synergy_Bliss=-2.12, Synergy_Loewe=-5.60, Synergy_HSA=-1.60.